This data is from Peptide-MHC class I binding affinity with 185,985 pairs from IEDB/IMGT. The task is: Regression. Given a peptide amino acid sequence and an MHC pseudo amino acid sequence, predict their binding affinity value. This is MHC class I binding data. (1) The peptide sequence is GVIMPNGSY. The MHC is HLA-B15:01 with pseudo-sequence HLA-B15:01. The binding affinity (normalized) is 0.689. (2) The peptide sequence is NRIDILDSAM. The MHC is HLA-B38:01 with pseudo-sequence HLA-B38:01. The binding affinity (normalized) is 0.318. (3) The peptide sequence is NLEPGTFDL. The MHC is HLA-A24:02 with pseudo-sequence HLA-A24:02. The binding affinity (normalized) is 0.0847. (4) The peptide sequence is MMYTVSLGK. The MHC is HLA-C04:01 with pseudo-sequence HLA-C04:01. The binding affinity (normalized) is 0.213. (5) The peptide sequence is IIYCYSQV. The MHC is H-2-Kb with pseudo-sequence H-2-Kb. The binding affinity (normalized) is 0.901. (6) The peptide sequence is IIYYQLAGY. The MHC is HLA-B40:01 with pseudo-sequence HLA-B40:01. The binding affinity (normalized) is 0.0847.